From a dataset of Retrosynthesis with 50K atom-mapped reactions and 10 reaction types from USPTO. Predict the reactants needed to synthesize the given product. (1) Given the product CSCCNc1c([N+](=O)[O-])cnc2ccccc12, predict the reactants needed to synthesize it. The reactants are: C[S-].O=[N+]([O-])c1cnc2ccccc2c1NCCCl. (2) The reactants are: CCOC(COCCCCOc1c(Cl)cc(OCC=C(Cl)Cl)cc1Cl)OCC. Given the product O=CCOCCCCOc1c(Cl)cc(OCC=C(Cl)Cl)cc1Cl, predict the reactants needed to synthesize it. (3) Given the product CC(=O)NCCC1CCc2c(F)cc3nn(C)cc3c21, predict the reactants needed to synthesize it. The reactants are: CC(=O)NCC=C1CCc2c(F)cc3nn(C)cc3c21. (4) Given the product CC(C)(C)OC(=O)N(CC(=O)O)Cc1ccc(F)cc1N, predict the reactants needed to synthesize it. The reactants are: CC(C)(C)OC(=O)N(CC(=O)O)Cc1ccc(F)cc1[N+](=O)[O-]. (5) Given the product COc1ccc(C2=NN(C3CCN(C(=O)[C@@H](Cc4ccccc4)NC(=O)OC(C)(C)C)CC3)C(=O)C(C)(C)C2)c2c1OC(C)(C)C2, predict the reactants needed to synthesize it. The reactants are: CC(C)(C)OC(=O)N[C@H](Cc1ccccc1)C(=O)O.COc1ccc(C2=NN(C3CCNCC3)C(=O)C(C)(C)C2)c2c1OC(C)(C)C2. (6) Given the product COc1ccc(C=O)cc1OCC(C)C, predict the reactants needed to synthesize it. The reactants are: CC(C)CBr.COc1ccc(C=O)cc1O. (7) Given the product CCOC(=O)C1(CN)CCCC1, predict the reactants needed to synthesize it. The reactants are: CCOC(=O)C1(C#N)CCCC1.